This data is from Full USPTO retrosynthesis dataset with 1.9M reactions from patents (1976-2016). The task is: Predict the reactants needed to synthesize the given product. (1) Given the product [Cl:13][C:14]1[CH:22]=[C:21]([F:23])[C:20]([N+:24]([O-:26])=[O:25])=[CH:19][C:15]=1[C:16]([O:18][CH3:1])=[O:17], predict the reactants needed to synthesize it. The reactants are: [CH3:1][Si](C=[N+]=[N-])(C)C.CCOCC.[Cl:13][C:14]1[CH:22]=[C:21]([F:23])[C:20]([N+:24]([O-:26])=[O:25])=[CH:19][C:15]=1[C:16]([OH:18])=[O:17].C(O)(=O)C. (2) Given the product [Cl:8][C:6]1[CH:5]=[C:4]([C@:9]2([C:24]([F:25])([F:27])[F:26])[CH2:13][C:12]([C:14]3[CH:22]=[CH:21][C:17]([C:18]([NH:39][CH:37]4[CH2:38][S:35](=[O:40])(=[O:34])[CH2:36]4)=[O:20])=[C:16]([CH3:23])[CH:15]=3)=[CH:11][O:10]2)[CH:3]=[C:2]([Cl:1])[CH:7]=1, predict the reactants needed to synthesize it. The reactants are: [Cl:1][C:2]1[CH:3]=[C:4]([C:9]2([C:24]([F:27])([F:26])[F:25])[CH2:13][C:12]([C:14]3[CH:22]=[CH:21][C:17]([C:18]([OH:20])=O)=[C:16]([CH3:23])[CH:15]=3)=[CH:11][O:10]2)[CH:5]=[C:6]([Cl:8])[CH:7]=1.C(Cl)(=O)C(Cl)=O.[O:34]=[S:35]1(=[O:40])[CH2:38][CH:37]([NH2:39])[CH2:36]1.C(N(CC)CC)C. (3) Given the product [CH3:14][O:15][C:16]1[CH:23]=[CH:22][C:19]([CH2:20][NH:21][C:9]([C:5]2[C:4]([N+:1]([O-:3])=[O:2])=[CH:8][NH:7][N:6]=2)=[O:11])=[CH:18][CH:17]=1, predict the reactants needed to synthesize it. The reactants are: [N+:1]([C:4]1[C:5]([C:9]([O:11]CC)=O)=[N:6][NH:7][CH:8]=1)([O-:3])=[O:2].[CH3:14][O:15][C:16]1[CH:23]=[CH:22][C:19]([CH2:20][NH2:21])=[CH:18][CH:17]=1. (4) Given the product [F:7][C:8]1[CH:29]=[CH:28][C:11]([CH2:12][C:13]2([CH:26]=[O:27])[CH2:14][CH2:15][N:16]([C:19]([O:21][C:22]([CH3:25])([CH3:23])[CH3:24])=[O:20])[CH2:17][CH2:18]2)=[CH:10][CH:9]=1, predict the reactants needed to synthesize it. The reactants are: C(Cl)(=O)C(Cl)=O.[F:7][C:8]1[CH:29]=[CH:28][C:11]([CH2:12][C:13]2([CH2:26][OH:27])[CH2:18][CH2:17][N:16]([C:19]([O:21][C:22]([CH3:25])([CH3:24])[CH3:23])=[O:20])[CH2:15][CH2:14]2)=[CH:10][CH:9]=1.C(N(CC)C(C)C)(C)C.Cl. (5) Given the product [CH2:11]([O:10][C:8](=[O:9])[C:7]1[CH:13]=[CH:14][C:4]([NH:1][C:2]([NH:15][C:16]2[CH:24]=[CH:23][C:19]3[N:20]=[CH:21][S:22][C:18]=3[CH:17]=2)=[O:3])=[CH:5][CH:6]=1)[CH3:12], predict the reactants needed to synthesize it. The reactants are: [N:1]([C:4]1[CH:14]=[CH:13][C:7]([C:8]([O:10][CH2:11][CH3:12])=[O:9])=[CH:6][CH:5]=1)=[C:2]=[O:3].[NH2:15][C:16]1[CH:24]=[CH:23][C:19]2[N:20]=[CH:21][S:22][C:18]=2[CH:17]=1.[N-]=C=O. (6) Given the product [CH3:21][O:22][CH2:23][CH2:24][O:25][C:4]1[CH:5]=[CH:6][C:7]2[N+:12]([O-:13])=[N:11][C:10]([NH:14][CH2:15][CH2:16][N:17]([CH3:19])[CH3:18])=[N:9][C:8]=2[CH:20]=1, predict the reactants needed to synthesize it. The reactants are: [H-].[Na+].F[C:4]1[CH:5]=[CH:6][C:7]2[N+:12]([O-:13])=[N:11][C:10]([NH:14][CH2:15][CH2:16][N:17]([CH3:19])[CH3:18])=[N:9][C:8]=2[CH:20]=1.[CH3:21][O:22][CH2:23][CH2:24][OH:25]. (7) Given the product [NH2:1][C:2]1[N:7]2[N:8]=[C:9]([C:11]3[O:12][CH:13]=[CH:14][CH:15]=3)[N:10]=[C:6]2[CH:5]=[C:4]([C:16]2[CH2:17][CH2:18][N:19]([CH2:22][CH2:23][OH:24])[CH2:20][CH:21]=2)[N:3]=1, predict the reactants needed to synthesize it. The reactants are: [NH2:1][C:2]1[N:7]2[N:8]=[C:9]([C:11]3[O:12][CH:13]=[CH:14][CH:15]=3)[N:10]=[C:6]2[CH:5]=[C:4]([C:16]2[CH2:17][CH2:18][N:19]([CH2:22][C:23](OCC)=[O:24])[CH2:20][CH:21]=2)[N:3]=1.CCCCCC.[H-].C([Al+]C(C)C)(C)C.[C@H](O)(C([O-])=O)[C@@H](O)C([O-])=O.[Na+].[K+].[BH4-].[Na+]. (8) Given the product [Cl:21][CH2:20][CH2:19][CH2:18][O:17][CH2:16][CH2:15][C:12]1[CH:11]=[CH:10][C:9]([OH:8])=[CH:14][CH:13]=1, predict the reactants needed to synthesize it. The reactants are: C([O:8][C:9]1[CH:14]=[CH:13][C:12]([CH2:15][CH2:16][O:17][CH2:18][CH2:19][CH2:20][Cl:21])=[CH:11][CH:10]=1)C1C=CC=CC=1.[H][H].